This data is from Reaction yield outcomes from USPTO patents with 853,638 reactions. The task is: Predict the reaction yield, written as a fraction of the theoretical maximum amount of product (1.0 means a 100% yield; for example, 0.34 means a 34% yield). (1) The reactants are [C:1]1(=[O:8])[O:7][C:5](=[O:6])[CH2:4][CH2:3][CH2:2]1.[CH3:9][C:10]1[CH2:15][CH2:14][CH2:13][C:12]([CH3:17])([CH3:16])[C:11]=1/[CH:18]=[CH:19]/[C:20](/[CH3:29])=[CH:21]/[CH:22]=[CH:23]/[C:24](/[CH3:28])=[CH:25]/[CH2:26][OH:27].C(N(CC)CC)C. The catalyst is ClCCl. The product is [CH3:28]/[C:24](/[CH:23]=[CH:22]/[CH:21]=[C:20](\[CH3:29])/[CH:19]=[CH:18]/[C:11]1[C:12]([CH3:17])([CH3:16])[CH2:13][CH2:14][CH2:15][C:10]=1[CH3:9])=[CH:25]\[CH2:26][O:27][C:5](=[O:6])[CH2:4][CH2:3][CH2:2][C:1]([OH:7])=[O:8]. The yield is 0.780. (2) The reactants are Cl[CH2:2][C:3]1[CH:4]=[C:5]([CH:27]=[CH:28][N:29]=1)[C:6]([NH:8][C:9]1[S:10][C:11]2[C:17]([CH:18]3[CH2:24][O:23][CH2:22][CH2:21][O:20][CH2:19]3)=[CH:16][CH:15]=[C:14]([O:25][CH3:26])[C:12]=2[N:13]=1)=[O:7].COCCNC.COCCN(CC1C=C(C=CN=1)C(NC1S[C:51]2[C:57]([N:58]3[CH2:63][CH2:62]OCC3)=CC=C(OC)C=2N=1)=O)C. No catalyst specified. The product is [O:23]1[CH2:24][CH:18]([C:17]2[C:11]3[S:10][C:9]([NH:8][C:6](=[O:7])[C:5]4[CH:27]=[CH:28][N:29]=[C:3]([CH2:2][N:58]5[CH2:57][CH2:51][CH2:62][CH2:63]5)[CH:4]=4)=[N:13][C:12]=3[C:14]([O:25][CH3:26])=[CH:15][CH:16]=2)[CH2:19][O:20][CH2:21][CH2:22]1. The yield is 0.480. (3) The reactants are C([N:8]1[CH:13]2[CH2:14][O:15][CH2:16][CH:9]1[CH2:10][N:11]([S:17]([C:20]1[CH:25]=[CH:24][CH:23]=[CH:22][CH:21]=1)(=[O:19])=[O:18])[CH2:12]2)C1C=CC=CC=1.[H][H]. The catalyst is CCO.CO.[Pd]. The product is [C:20]1([S:17]([N:11]2[CH2:10][CH:9]3[NH:8][CH:13]([CH2:14][O:15][CH2:16]3)[CH2:12]2)(=[O:19])=[O:18])[CH:21]=[CH:22][CH:23]=[CH:24][CH:25]=1. The yield is 0.900. (4) The reactants are [N+:1]([C:4]1[C:13]([N+:14]([O-])=O)=[CH:12][C:7]2[O:8][CH2:9][CH2:10][O:11][C:6]=2[CH:5]=1)([O-:3])=[O:2]. The catalyst is [Fe].C(O)(=O)C. The product is [N+:1]([C:4]1[C:13]([NH2:14])=[CH:12][C:7]2[O:8][CH2:9][CH2:10][O:11][C:6]=2[CH:5]=1)([O-:3])=[O:2]. The yield is 0.280. (5) The reactants are [Cl:1][C:2]1[N:11]=[CH:10][CH:9]=[C:8](I)[C:3]=1[C:4]([O:6][CH3:7])=[O:5].[C:13]([Cu])#[N:14]. The catalyst is CC(N(C)C)=O. The product is [Cl:1][C:2]1[N:11]=[CH:10][CH:9]=[C:8]([C:13]#[N:14])[C:3]=1[C:4]([O:6][CH3:7])=[O:5]. The yield is 0.345. (6) The reactants are C(N(CC)C(C)C)(C)C.Br[C:11]1[CH:30]=[CH:29][C:14]([CH2:15][NH:16][C:17]([C:19]2[CH:20]=[C:21]3[C:26](=[CH:27][CH:28]=2)[N:25]=[CH:24][CH:23]=[CH:22]3)=[O:18])=[CH:13][CH:12]=1.[C:31]([C:33]1[CH:38]=[CH:37][CH:36]=[CH:35][CH:34]=1)#[CH:32].N. The catalyst is [Cu]I.C1C=CC([P]([Pd]([P](C2C=CC=CC=2)(C2C=CC=CC=2)C2C=CC=CC=2)([P](C2C=CC=CC=2)(C2C=CC=CC=2)C2C=CC=CC=2)[P](C2C=CC=CC=2)(C2C=CC=CC=2)C2C=CC=CC=2)(C2C=CC=CC=2)C2C=CC=CC=2)=CC=1.O1CCCC1.C(OCC)(=O)C.O.CN1CCCC1=O. The product is [C:33]1([C:31]#[C:32][C:11]2[CH:30]=[CH:29][C:14]([CH2:15][NH:16][C:17]([C:19]3[CH:20]=[C:21]4[C:26](=[CH:27][CH:28]=3)[N:25]=[CH:24][CH:23]=[CH:22]4)=[O:18])=[CH:13][CH:12]=2)[CH:38]=[CH:37][CH:36]=[CH:35][CH:34]=1. The yield is 0.240. (7) The reactants are [NH2:1][C:2]1[CH:7]=[CH:6][C:5]([C:8]([N:10]2[CH2:16][C:15]3([CH3:18])[CH2:17][CH:11]2[CH2:12][C:13]([CH3:20])([CH3:19])[CH2:14]3)=[O:9])=[CH:4][CH:3]=1.[C:21](Cl)(=[O:24])[CH:22]=[CH2:23]. The catalyst is C1COCC1. The product is [CH3:18][C:15]12[CH2:17][CH:11]([N:10]([C:8]([C:5]3[CH:4]=[CH:3][C:2]([NH:1][C:21](=[O:24])[CH:22]=[CH2:23])=[CH:7][CH:6]=3)=[O:9])[CH2:16]1)[CH2:12][C:13]([CH3:20])([CH3:19])[CH2:14]2. The yield is 0.470. (8) The reactants are [C:1]([C:3]1[N:8]=[CH:7][C:6]([NH+:9]([O-])C(=O)C(F)(F)F)=[CH:5][CH:4]=1)#[N:2].FC(F)(F)C(OC(=O)C(F)(F)F)=[O:20].[OH-].[Na+].CC(O)=O. The catalyst is C1COCC1. The product is [NH2:9][C:6]1[C:7](=[O:20])[NH:8][C:3]([C:1]#[N:2])=[CH:4][CH:5]=1. The yield is 0.640. (9) The reactants are [NH2:1][C:2]1[CH:3]=[CH:4][CH:5]=[C:6]2[C:10]=1[NH:9][C:8]([C:11]([O:13][CH2:14][CH3:15])=[O:12])=[CH:7]2.[Cl:16]N1C(=O)CCC1=O.CN(C)C=O. The catalyst is O. The product is [NH2:1][C:2]1[C:3]([Cl:16])=[CH:4][CH:5]=[C:6]2[C:10]=1[NH:9][C:8]([C:11]([O:13][CH2:14][CH3:15])=[O:12])=[CH:7]2. The yield is 0.630. (10) The reactants are [C:1]1([C:7]([C:26]2[CH:31]=[CH:30][CH:29]=[CH:28][CH:27]=2)=[N:8][NH:9][C:10]([NH:12][C:13]2[CH:18]=[CH:17][C:16]([N:19]3[CH2:24][CH2:23][O:22][CH2:21][C:20]3=[O:25])=[CH:15][CH:14]=2)=[O:11])[CH:6]=[CH:5][CH:4]=[CH:3][CH:2]=1.C(=O)([O-])[O-].[Cs+].[Cs+].I[CH2:39][CH2:40][CH3:41]. The catalyst is C(#N)C. The product is [C:26]1([C:7]([C:1]2[CH:2]=[CH:3][CH:4]=[CH:5][CH:6]=2)=[N:8][N:9]([CH2:39][CH2:40][CH3:41])[C:10]([NH:12][C:13]2[CH:14]=[CH:15][C:16]([N:19]3[CH2:24][CH2:23][O:22][CH2:21][C:20]3=[O:25])=[CH:17][CH:18]=2)=[O:11])[CH:27]=[CH:28][CH:29]=[CH:30][CH:31]=1. The yield is 0.970.